This data is from Catalyst prediction with 721,799 reactions and 888 catalyst types from USPTO. The task is: Predict which catalyst facilitates the given reaction. Reactant: [CH3:1][O:2][C:3]1[CH:8]=[CH:7][C:6]([N:9]2[CH:13]=[CH:12][C:11]([NH:14][C:15](OC)=O)=[N:10]2)=[CH:5][CH:4]=1.C(=O)(O)[O-].[Na+].BrC[C:26]([O:28][CH3:29])=[O:27]. Product: [CH3:1][O:2][C:3]1[CH:4]=[CH:5][C:6]([N:9]2[CH:13]=[CH:12][C:11]([NH:14][CH2:15][C:26]([O:28][CH3:29])=[O:27])=[N:10]2)=[CH:7][CH:8]=1. The catalyst class is: 39.